Task: Predict which catalyst facilitates the given reaction.. Dataset: Catalyst prediction with 721,799 reactions and 888 catalyst types from USPTO (1) Reactant: [C:1](Cl)(=[O:8])[C:2]1[CH:7]=[CH:6][CH:5]=[CH:4][CH:3]=1.[CH:10]1[C:22]2[CH:21]([CH2:23][O:24][C:25]([NH:27][C@@H:28]([CH2:32][NH2:33])[C:29]([OH:31])=[O:30])=[O:26])[C:20]3[C:15](=[CH:16][CH:17]=[CH:18][CH:19]=3)[C:14]=2[CH:13]=[CH:12][CH:11]=1. Product: [CH:19]1[C:20]2[CH:21]([CH2:23][O:24][C:25]([NH:27][C@@H:28]([CH2:32][NH:33][C:1](=[O:8])[C:2]3[CH:7]=[CH:6][CH:5]=[CH:4][CH:3]=3)[C:29]([OH:31])=[O:30])=[O:26])[C:22]3[C:14](=[CH:13][CH:12]=[CH:11][CH:10]=3)[C:15]=2[CH:16]=[CH:17][CH:18]=1. The catalyst class is: 464. (2) The catalyst class is: 314. Product: [NH2:17][C:14]1[CH:13]=[CH:12][C:11]([CH2:10][CH2:9][NH:8][C:6]([O:5][C:1]([CH3:4])([CH3:3])[CH3:2])=[O:7])=[CH:16][CH:15]=1. Reactant: [C:1]([O:5][C:6]([NH:8][CH2:9][CH2:10][C:11]1[CH:16]=[CH:15][C:14]([N+:17]([O-])=O)=[CH:13][CH:12]=1)=[O:7])([CH3:4])([CH3:3])[CH3:2].[NH4+].[Cl-]. (3) Reactant: [Cl:1][C:2]1[CH:7]=[CH:6][C:5]([C:8]2([OH:33])[CH2:13][CH2:12][N:11]([C:14]3[C:15]4[N:16]([N:20]=[C:21]([NH:23][C:24]5[CH:32]=[CH:31][C:27]([C:28](O)=[O:29])=[CH:26][CH:25]=5)[N:22]=4)[CH:17]=[CH:18][CH:19]=3)[CH2:10][CH2:9]2)=[CH:4][CH:3]=1.Cl.[NH:35]1[CH2:38][CH:37](CNC(=O)OC(C)(C)C)[CH2:36]1.[CH3:48][N:49](C(ON1N=NC2C=CC=NC1=2)=[N+](C)C)C.F[P-](F)(F)(F)(F)F.C(N(CC)C(C)C)(C)C.FC(F)(F)C(O)=O. Product: [Cl:1][C:2]1[CH:3]=[CH:4][C:5]([C:8]2([OH:33])[CH2:9][CH2:10][N:11]([C:14]3[C:15]4[N:16]([N:20]=[C:21]([NH:23][C:24]5[CH:32]=[CH:31][C:27]([C:28]([N:35]6[CH2:36][CH:37]([NH:49][CH3:48])[CH2:38]6)=[O:29])=[CH:26][CH:25]=5)[N:22]=4)[CH:17]=[CH:18][CH:19]=3)[CH2:12][CH2:13]2)=[CH:6][CH:7]=1. The catalyst class is: 174. (4) Reactant: [CH3:1][O:2][C:3]1[CH:4]=[C:5]([NH2:12])[C:6]([NH2:11])=[CH:7][C:8]=1[O:9][CH3:10].[F:13][C:14]([F:21])([F:20])[CH:15]([OH:19])[C:16](O)=O.Cl.C(=O)(O)[O-].[Na+]. Product: [CH3:10][O:9][C:8]1[C:3]([O:2][CH3:1])=[CH:4][C:5]2[NH:12][C:16]([CH:15]([OH:19])[C:14]([F:21])([F:20])[F:13])=[N:11][C:6]=2[CH:7]=1. The catalyst class is: 69. (5) Reactant: O=[C:2]1[CH2:7][CH2:6][N:5]([C:8]2[CH:13]=[CH:12][C:11]([N:14]3[CH2:18][C@H:17]([CH2:19][O:20][C:21]4[CH:25]=[CH:24][O:23][N:22]=4)[O:16][C:15]3=[O:26])=[CH:10][C:9]=2[F:27])[CH2:4][CH2:3]1.[C:28]([O:32][CH3:33])(=[O:31])[NH:29][NH2:30]. Product: [CH3:33][O:32][C:28]([NH:29][N:30]=[C:2]1[CH2:3][CH2:4][N:5]([C:8]2[CH:13]=[CH:12][C:11]([N:14]3[CH2:18][C@H:17]([CH2:19][O:20][C:21]4[CH:25]=[CH:24][O:23][N:22]=4)[O:16][C:15]3=[O:26])=[CH:10][C:9]=2[F:27])[CH2:6][CH2:7]1)=[O:31]. The catalyst class is: 138. (6) Reactant: [CH2:1]([O:8][C:9]1[C:10](=[O:28])[NH:11][CH:12]=[C:13]([C:16]2[CH:17]=[C:18]([C:22]3[CH:27]=[CH:26][CH:25]=[CH:24][CH:23]=3)[CH:19]=[CH:20][CH:21]=2)[C:14]=1[F:15])[C:2]1[CH:7]=[CH:6][CH:5]=[CH:4][CH:3]=1.[C:29]([O-])([O-])=O.[Cs+].[Cs+].CI. Product: [CH2:1]([O:8][C:9]1[C:10](=[O:28])[N:11]([CH3:29])[CH:12]=[C:13]([C:16]2[CH:17]=[C:18]([C:22]3[CH:27]=[CH:26][CH:25]=[CH:24][CH:23]=3)[CH:19]=[CH:20][CH:21]=2)[C:14]=1[F:15])[C:2]1[CH:7]=[CH:6][CH:5]=[CH:4][CH:3]=1. The catalyst class is: 3. (7) Reactant: [S:1]1[C:5]2=[CH:6][N:7]=[CH:8][CH:9]=[C:4]2[CH:3]=[C:2]1[C:10]([O:12]C)=[O:11].[OH-].[Na+].Cl. Product: [S:1]1[C:5]2=[CH:6][N:7]=[CH:8][CH:9]=[C:4]2[CH:3]=[C:2]1[C:10]([OH:12])=[O:11]. The catalyst class is: 6.